From a dataset of Reaction yield outcomes from USPTO patents with 853,638 reactions. Predict the reaction yield, written as a fraction of the theoretical maximum amount of product (1.0 means a 100% yield; for example, 0.34 means a 34% yield). (1) The reactants are Br[C:2]1[C:3]([CH3:8])=[N:4][CH:5]=[CH:6][CH:7]=1.[Li]CCCC.CN([CH:17]=[O:18])C. The catalyst is C1COCC1. The product is [CH3:8][C:3]1[N:4]=[CH:5][CH:6]=[CH:7][C:2]=1[CH:17]=[O:18]. The yield is 0.310. (2) The reactants are [C:1]([OH:4])(=[O:3])[CH3:2].Br.O[CH2:7][CH2:8][NH:9][C:10](=[O:35])[C@@H:11]([NH:24]C(=O)OCC1C=CC=CC=1)[CH2:12][C:13]1[CH:18]=[CH:17][C:16]([O:19][C:20]([F:23])([F:22])[F:21])=[CH:15][CH:14]=1. The catalyst is C(O)(=O)C. The product is [C:1]([O:4][CH2:7][CH2:8][NH:9][C:10](=[O:35])[C@@H:11]([NH2:24])[CH2:12][C:13]1[CH:14]=[CH:15][C:16]([O:19][C:20]([F:21])([F:22])[F:23])=[CH:17][CH:18]=1)(=[O:3])[CH3:2]. The yield is 0.800.